Task: Predict which catalyst facilitates the given reaction.. Dataset: Catalyst prediction with 721,799 reactions and 888 catalyst types from USPTO Reactant: [Cl:1][C:2]1[CH:7]=[C:6]([C:8]([F:11])([F:10])[F:9])[CH:5]=[C:4]([Cl:12])[C:3]=1[NH:13][C:14](=O)[C:15]([F:21])([F:20])[C:16]([F:19])([F:18])[F:17].C1(P(C2C=CC=CC=2)C2C=CC=CC=2)C=CC=CC=1.[Cl:42]CCl. Product: [Cl:1][C:2]1[CH:7]=[C:6]([C:8]([F:11])([F:10])[F:9])[CH:5]=[C:4]([Cl:12])[C:3]=1[N:13]=[C:14]([Cl:42])[C:15]([F:21])([F:20])[C:16]([F:19])([F:18])[F:17]. The catalyst class is: 53.